This data is from Reaction yield outcomes from USPTO patents with 853,638 reactions. The task is: Predict the reaction yield, written as a fraction of the theoretical maximum amount of product (1.0 means a 100% yield; for example, 0.34 means a 34% yield). (1) The reactants are CO.[CH2:3]([NH:7][C:8]([C@@H:10]1[C@@H:12]([CH2:13][CH2:14][CH2:15][CH3:16])[O:11]1)=[O:9])[CH2:4][CH2:5][CH3:6].[N-:17]=[N+:18]=[N-:19].[Na+].S([O-])([O-])(=O)=O.[Mg+2]. No catalyst specified. The product is [CH2:3]([NH:7][C:8](=[O:9])[C@@H:10]([OH:11])[C@@H:12]([N:17]=[N+:18]=[N-:19])[CH2:13][CH2:14][CH2:15][CH3:16])[CH2:4][CH2:5][CH3:6]. The yield is 0.680. (2) The reactants are [NH:1]1[C:5]2=[N+:6]([O-])[CH:7]=[CH:8][CH:9]=[C:4]2[CH:3]=[CH:2]1.CN(C)C=O.CS([Cl:20])(=O)=O.[OH-].[Na+]. The catalyst is O. The product is [Cl:20][C:9]1[CH:8]=[CH:7][N:6]=[C:5]2[NH:1][CH:2]=[CH:3][C:4]=12. The yield is 0.822. (3) The reactants are [C:1]([C:3]1[CH:4]=[N:5][CH:6]=[C:7]([CH:20]=1)[C:8]([N:10]=[S@@:11]([CH3:19])(=[O:18])[C:12]1[CH:17]=[CH:16][CH:15]=[CH:14][CH:13]=1)=[O:9])#[CH:2].I[C:22]1[CH:30]=[C:26]([C:27]([OH:29])=[O:28])[C:25]([OH:31])=[CH:24][CH:23]=1. No catalyst specified. The product is [OH:31][C:25]1[CH:24]=[CH:23][C:22]([C:2]#[C:1][C:3]2[CH:4]=[N:5][CH:6]=[C:7]([C:8]([N:10]=[S@@:11]([CH3:19])(=[O:18])[C:12]3[CH:13]=[CH:14][CH:15]=[CH:16][CH:17]=3)=[O:9])[CH:20]=2)=[CH:30][C:26]=1[C:27]([OH:29])=[O:28]. The yield is 0.450. (4) The product is [CH3:1][O:2][C:3]1[CH:4]=[C:5]2[C:9](=[CH:10][CH:11]=1)[CH2:8][CH:7]([C:13]([O:15][CH3:16])=[O:14])[CH2:6]2. The catalyst is C(O)(=O)C.Cl(O)(=O)(=O)=O. The reactants are [CH3:1][O:2][C:3]1[CH:4]=[C:5]2[C:9](=[CH:10][CH:11]=1)[C:8](=O)[CH:7]([C:13]([O:15][CH3:16])=[O:14])[CH2:6]2. The yield is 0.460. (5) The reactants are [C:1]([C:3]1[CH:4]=[C:5]([CH:20]=[CH:21][CH:22]=1)[C:6]([NH:8][NH:9][C:10]1[CH:19]=[CH:18][C:13]([C:14]([O:16][CH3:17])=[O:15])=[CH:12][CH:11]=1)=[O:7])#[N:2].[C:23](N1C=CN=C1)(N1C=CN=C1)=[O:24].C(OCC)(=O)C.ClCCl. The catalyst is ClC(Cl)C. The product is [C:1]([C:3]1[CH:4]=[C:5]([C:6]2[O:7][C:23](=[O:24])[N:9]([C:10]3[CH:19]=[CH:18][C:13]([C:14]([O:16][CH3:17])=[O:15])=[CH:12][CH:11]=3)[N:8]=2)[CH:20]=[CH:21][CH:22]=1)#[N:2]. The yield is 0.980. (6) The reactants are [NH2:1][CH:2]1[CH2:7][CH2:6][N:5]([CH2:8][C:9]2[CH:14]=[CH:13][CH:12]=[CH:11][CH:10]=2)[CH2:4][CH2:3]1.Cl[C:16]1[N:21]=[CH:20][CH:19]=[CH:18][N:17]=1. The catalyst is C(O)C. The product is [CH2:8]([N:5]1[CH2:6][CH2:7][CH:2]([NH:1][C:16]2[N:21]=[CH:20][CH:19]=[CH:18][N:17]=2)[CH2:3][CH2:4]1)[C:9]1[CH:14]=[CH:13][CH:12]=[CH:11][CH:10]=1. The yield is 0.410.